This data is from Catalyst prediction with 721,799 reactions and 888 catalyst types from USPTO. The task is: Predict which catalyst facilitates the given reaction. (1) Reactant: [CH2:1]([NH:3][C:4]1[CH:5]=[C:6]([CH:9]=[CH:10][CH:11]=1)[C:7]#[N:8])[CH3:2].Cl.[H][H]. Product: [NH2:8][CH2:7][C:6]1[CH:5]=[C:4]([NH:3][CH2:1][CH3:2])[CH:11]=[CH:10][CH:9]=1. The catalyst class is: 19. (2) Reactant: [C:1]([NH:4][C:5]1[CH:32]=[CH:31][C:8]([C:9]([NH:11][C:12]2[N:21]3[CH2:22][CH2:23][N:24]=[C:20]3[C:19]3[CH:18]=[CH:17][C:16]([N:25]4[CH2:30][CH2:29][O:28][CH2:27][CH2:26]4)=[CH:15][C:14]=3[N:13]=2)=[O:10])=[CH:7][N:6]=1)(=[O:3])[CH3:2].[ClH:33]. Product: [ClH:33].[C:1]([NH:4][C:5]1[CH:32]=[CH:31][C:8]([C:9]([NH:11][C:12]2[N:21]3[CH2:22][CH2:23][N:24]=[C:20]3[C:19]3[CH:18]=[CH:17][C:16]([N:25]4[CH2:30][CH2:29][O:28][CH2:27][CH2:26]4)=[CH:15][C:14]=3[N:13]=2)=[O:10])=[CH:7][N:6]=1)(=[O:3])[CH3:2]. The catalyst class is: 12. (3) Reactant: Cl[C:2]1[C:11]2[C:6](=[CH:7][CH:8]=[C:9]([CH3:12])[CH:10]=2)[N:5]=[CH:4][N:3]=1.[NH2:13][C:14]1[C:15]([CH3:42])=[C:16]([C:20]2[C:32]3[C:31]4[C:26](=[CH:27][C:28]([N:33]5[CH2:37][CH2:36][CH2:35][C:34]5=[O:38])=[CH:29][CH:30]=4)[NH:25][C:24]=3[C:23]([C:39]([NH2:41])=[O:40])=[CH:22][CH:21]=2)[CH:17]=[CH:18][CH:19]=1.Cl. Product: [CH3:42][C:15]1[C:14]([NH:13][C:2]2[C:11]3[C:6](=[CH:7][CH:8]=[C:9]([CH3:12])[CH:10]=3)[N:5]=[CH:4][N:3]=2)=[CH:19][CH:18]=[CH:17][C:16]=1[C:20]1[C:32]2[C:31]3[C:26](=[CH:27][C:28]([N:33]4[CH2:37][CH2:36][CH2:35][C:34]4=[O:38])=[CH:29][CH:30]=3)[NH:25][C:24]=2[C:23]([C:39]([NH2:41])=[O:40])=[CH:22][CH:21]=1. The catalyst class is: 32. (4) Reactant: C[O-].[Na+].C(O)(=O)C.[CH:8]([NH2:10])=[NH:9].C[O:12][C:13]([CH:15]1[CH2:20][C:19]([C:36]#[N:37])([C:21]2[C:29]3[C:28]4[CH:30]=[CH:31][CH:32]=[CH:33][C:27]=4[O:26][C:25]=3[C:24]([O:34][CH3:35])=[CH:23][CH:22]=2)[CH2:18][CH2:17][C:16]1=O)=O. Product: [CH3:35][O:34][C:24]1[C:25]2[O:26][C:27]3[CH:33]=[CH:32][CH:31]=[CH:30][C:28]=3[C:29]=2[C:21]([C:19]2([C:36]#[N:37])[CH2:18][CH2:17][C:16]3[N:10]=[CH:8][NH:9][C:13](=[O:12])[C:15]=3[CH2:20]2)=[CH:22][CH:23]=1. The catalyst class is: 5.